The task is: Regression. Given two drug SMILES strings and cell line genomic features, predict the synergy score measuring deviation from expected non-interaction effect.. This data is from NCI-60 drug combinations with 297,098 pairs across 59 cell lines. (1) Drug 1: C1C(C(OC1N2C=NC3=C(N=C(N=C32)Cl)N)CO)O. Drug 2: C1=CC=C(C(=C1)C(C2=CC=C(C=C2)Cl)C(Cl)Cl)Cl. Cell line: BT-549. Synergy scores: CSS=30.5, Synergy_ZIP=-10.3, Synergy_Bliss=-2.33, Synergy_Loewe=-30.8, Synergy_HSA=-4.16. (2) Drug 1: CCCS(=O)(=O)NC1=C(C(=C(C=C1)F)C(=O)C2=CNC3=C2C=C(C=N3)C4=CC=C(C=C4)Cl)F. Drug 2: CC=C1C(=O)NC(C(=O)OC2CC(=O)NC(C(=O)NC(CSSCCC=C2)C(=O)N1)C(C)C)C(C)C. Cell line: NCI-H460. Synergy scores: CSS=21.6, Synergy_ZIP=-2.44, Synergy_Bliss=-7.99, Synergy_Loewe=-59.1, Synergy_HSA=-9.23. (3) Drug 1: CC12CCC(CC1=CCC3C2CCC4(C3CC=C4C5=CN=CC=C5)C)O. Drug 2: CCN(CC)CCNC(=O)C1=C(NC(=C1C)C=C2C3=C(C=CC(=C3)F)NC2=O)C. Cell line: HCT-15. Synergy scores: CSS=8.48, Synergy_ZIP=-0.752, Synergy_Bliss=2.62, Synergy_Loewe=-0.306, Synergy_HSA=0.619.